This data is from Forward reaction prediction with 1.9M reactions from USPTO patents (1976-2016). The task is: Predict the product of the given reaction. (1) Given the reactants C([O:3][C:4]([C:6]1([NH:9][C:10]([C:12]2[N:13]=[CH:14][C:15]3[C:16](=[O:30])[N:17]([CH2:23][C:24]4[CH:29]=[CH:28][CH:27]=[CH:26][CH:25]=4)[CH:18]=[CH:19][C:20]=3[C:21]=2[OH:22])=[O:11])[CH2:8][CH2:7]1)=[O:5])C.[OH-].[Na+].CO.C1COCC1, predict the reaction product. The product is: [CH2:23]([N:17]1[C:16](=[O:30])[C:15]2[CH:14]=[N:13][C:12]([C:10]([NH:9][C:6]3([C:4]([OH:5])=[O:3])[CH2:7][CH2:8]3)=[O:11])=[C:21]([OH:22])[C:20]=2[CH:19]=[CH:18]1)[C:24]1[CH:25]=[CH:26][CH:27]=[CH:28][CH:29]=1. (2) Given the reactants [OH:1][CH2:2][CH2:3][N:4]1[CH2:8][CH2:7][CH2:6][C:5]1=[O:9].CC(OI1(OC(C)=O)(OC(C)=O)OC(=O)C2C1=CC=CC=2)=O, predict the reaction product. The product is: [O:9]=[C:5]1[CH2:6][CH2:7][CH2:8][N:4]1[CH2:3][CH:2]=[O:1]. (3) Given the reactants [C:1]([C:5]1[C:6]([OH:16])=[C:7]([C:11]([CH3:15])=[C:12]([F:14])[CH:13]=1)[C:8]([OH:10])=O)([CH3:4])([CH3:3])[CH3:2].[CH3:17][O:18][C:19]1[CH:25]=[C:24]([S:26]([C:29]([F:32])([F:31])[F:30])(=[O:28])=[O:27])[CH:23]=[CH:22][C:20]=1[NH2:21], predict the reaction product. The product is: [C:1]([C:5]1[C:6]([OH:16])=[C:7]([C:11]([CH3:15])=[C:12]([F:14])[CH:13]=1)[C:8]([NH:21][C:20]1[CH:22]=[CH:23][C:24]([S:26]([C:29]([F:30])([F:31])[F:32])(=[O:27])=[O:28])=[CH:25][C:19]=1[O:18][CH3:17])=[O:10])([CH3:2])([CH3:3])[CH3:4]. (4) The product is: [CH:1]1([CH2:6][CH:7]([N:11]2[C:16](=[O:17])[CH:15]=[C:14]([O:18][C:19]3[C:20]([CH3:25])=[N:21][CH:22]=[CH:23][CH:24]=3)[CH:13]=[N:12]2)[C:8]([NH:26][C:27]2[CH:31]=[CH:30][N:29]([CH2:32][C:33]([OH:35])([CH3:34])[CH3:36])[N:28]=2)=[O:10])[CH2:5][CH2:4][CH2:3][CH2:2]1. Given the reactants [CH:1]1([CH2:6][CH:7]([N:11]2[C:16](=[O:17])[CH:15]=[C:14]([O:18][C:19]3[C:20]([CH3:25])=[N:21][CH:22]=[CH:23][CH:24]=3)[CH:13]=[N:12]2)[C:8]([OH:10])=O)[CH2:5][CH2:4][CH2:3][CH2:2]1.[NH2:26][C:27]1[CH:31]=[CH:30][N:29]([CH2:32][C:33]([CH3:36])([OH:35])[CH3:34])[N:28]=1, predict the reaction product. (5) Given the reactants [SH:1][C:2]1[CH:7]=[CH:6][CH:5]=[CH:4][N:3]=1.[CH2:8]([C:10]1[CH:18]=[CH:17][C:13]([C:14](Cl)=[O:15])=[CH:12][CH:11]=1)[CH3:9], predict the reaction product. The product is: [CH2:8]([C:10]1[CH:18]=[CH:17][C:13]([C:14](=[O:15])[S:1][C:2]2[CH:7]=[CH:6][CH:5]=[CH:4][N:3]=2)=[CH:12][CH:11]=1)[CH3:9]. (6) Given the reactants [F:1][C:2]1[CH:3]=[C:4]2[C:8](=[CH:9][CH:10]=1)[N:7]([CH3:11])[CH:6]=[C:5]2[CH2:12][NH:13][CH3:14].CNCC1C2C=CC=CC=2N2CCCC=12.[NH2:30][C:31]1[N:36]=[CH:35][C:34](/[CH:37]=[CH:38]/[C:39]([OH:41])=O)=[CH:33][CH:32]=1.Cl.O=C1NC2N=CC(/C=C/C(O)=O)=CC=2CC1, predict the reaction product. The product is: [NH2:30][C:31]1[N:36]=[CH:35][C:34](/[CH:37]=[CH:38]/[C:39]([N:13]([CH2:12][C:5]2[C:4]3[C:8](=[CH:9][CH:10]=[C:2]([F:1])[CH:3]=3)[N:7]([CH3:11])[CH:6]=2)[CH3:14])=[O:41])=[CH:33][CH:32]=1. (7) Given the reactants Br[C:2]1[CH:3]=[C:4]([CH:8]([C:16]2[CH:21]=[CH:20][C:19]([Cl:22])=[CH:18][CH:17]=2)[CH2:9][C:10]2[CH:15]=[CH:14][N:13]=[CH:12][CH:11]=2)[CH:5]=[CH:6][CH:7]=1.B1(B2OC(C)(C)C(C)(C)O2)OC(C)(C)C(C)(C)O1.CC([O-])=O.[K+].Br[C:47]1[CH:48]=[CH:49][CH:50]=[C:51]2[C:56]=1[N:55]=[CH:54][CH:53]=[CH:52]2.C([O-])([O-])=O.[Na+].[Na+], predict the reaction product. The product is: [Cl:22][C:19]1[CH:20]=[CH:21][C:16]([CH:8]([C:4]2[CH:3]=[C:2]([C:47]3[CH:48]=[CH:49][CH:50]=[C:51]4[C:56]=3[N:55]=[CH:54][CH:53]=[CH:52]4)[CH:7]=[CH:6][CH:5]=2)[CH2:9][C:10]2[CH:15]=[CH:14][N:13]=[CH:12][CH:11]=2)=[CH:17][CH:18]=1. (8) The product is: [Cl:22][C:23]1[CH:24]=[C:25]([CH:28]=[CH:29][CH:30]=1)[CH2:26][N:13]1[C:12]2[CH:11]=[N:10][C:9]([C:17]([O:19][CH2:20][CH3:21])=[O:18])=[CH:8][C:7]=2[C:6]2[C:14]1=[CH:15][CH:16]=[C:4]([N+:1]([O-:3])=[O:2])[CH:5]=2. Given the reactants [N+:1]([C:4]1[CH:5]=[C:6]2[C:14](=[CH:15][CH:16]=1)[NH:13][C:12]1[CH:11]=[N:10][C:9]([C:17]([O:19][CH2:20][CH3:21])=[O:18])=[CH:8][C:7]2=1)([O-:3])=[O:2].[Cl:22][C:23]1[CH:24]=[C:25]([CH:28]=[CH:29][CH:30]=1)[CH2:26]Cl, predict the reaction product. (9) Given the reactants [Br:1][C:2]1[CH:7]=[CH:6][C:5]([Br:8])=[CH:4][N:3]=1.[CH3:9][O:10][C:11]1[CH:12]=[C:13](B(O)O)[CH:14]=[CH:15][CH:16]=1.C(Cl)Cl.C([O-])([O-])=O.[Cs+].[Cs+], predict the reaction product. The product is: [Br:8][C:5]1[CH:6]=[CH:7][C:2]([C:15]2[CH:14]=[CH:13][CH:12]=[C:11]([O:10][CH3:9])[CH:16]=2)=[N:3][CH:4]=1.[Br:1][C:2]1[CH:7]=[CH:6][C:5]([C:15]2[CH:14]=[CH:13][CH:12]=[C:11]([O:10][CH3:9])[CH:16]=2)=[CH:4][N:3]=1. (10) Given the reactants [Cl-].[CH3:2][O:3][CH2:4][P+](C1C=CC=CC=1)(C1C=CC=CC=1)C1C=CC=CC=1.[Li+].CC([N-]C(C)C)C.[Br:32][C:33]1[N:38]=[C:37]([CH:39]=O)[CH:36]=[CH:35][CH:34]=1, predict the reaction product. The product is: [Br:32][C:33]1[CH:34]=[CH:35][CH:36]=[C:37]([CH:39]=[CH:2][O:3][CH3:4])[N:38]=1.